This data is from Peptide-MHC class II binding affinity with 134,281 pairs from IEDB. The task is: Regression. Given a peptide amino acid sequence and an MHC pseudo amino acid sequence, predict their binding affinity value. This is MHC class II binding data. (1) The peptide sequence is GDKFLANVSTVLTGK. The MHC is DRB1_0701 with pseudo-sequence DRB1_0701. The binding affinity (normalized) is 0.800. (2) The peptide sequence is INEPTAAAIAYGLAR. The MHC is HLA-DQA10401-DQB10402 with pseudo-sequence HLA-DQA10401-DQB10402. The binding affinity (normalized) is 0.366. (3) The peptide sequence is KNVFDDVVPEKYTIG. The MHC is DRB1_1201 with pseudo-sequence DRB1_1201. The binding affinity (normalized) is 0.113. (4) The peptide sequence is WIILGLNKIVRMYSPVSI. The MHC is DRB1_0701 with pseudo-sequence DRB1_0701. The binding affinity (normalized) is 0.480. (5) The peptide sequence is GLRSLTDLLRALGAQ. The MHC is DRB1_0802 with pseudo-sequence DRB1_0802. The binding affinity (normalized) is 0.601.